This data is from Full USPTO retrosynthesis dataset with 1.9M reactions from patents (1976-2016). The task is: Predict the reactants needed to synthesize the given product. (1) Given the product [F:18][C:17]1[C:12]([NH:11][C@@H:7]2[CH2:8][CH2:9][CH2:10][N:5]([C:1](=[O:4])[CH:2]=[CH2:3])[CH2:6]2)=[N:13][C:14]([NH:19][C:20]2[CH:37]=[CH:36][C:23]3[CH2:24][NH:25][CH2:26][CH2:27][CH2:28][C:22]=3[CH:21]=2)=[N:15][CH:16]=1, predict the reactants needed to synthesize it. The reactants are: [C:1]([N:5]1[CH2:10][CH2:9][CH2:8][C@@H:7]([NH:11][C:12]2[C:17]([F:18])=[CH:16][N:15]=[C:14]([NH:19][C:20]3[CH:37]=[CH:36][C:23]4[CH2:24][N:25](C(OC(C)(C)C)=O)[CH2:26][CH2:27][CH2:28][C:22]=4[CH:21]=3)[N:13]=2)[CH2:6]1)(=[O:4])[CH:2]=[CH2:3].C(O)(C(F)(F)F)=O. (2) Given the product [NH2:8][C:4]1[N:5]=[CH:6][N:7]=[C:2]([N:21]2[CH2:22][CH2:23][CH2:24][N:18]([C:25]([O:27][C:28]([CH3:31])([CH3:30])[CH3:29])=[O:26])[CH2:19][CH2:20]2)[CH:3]=1, predict the reactants needed to synthesize it. The reactants are: Cl[C:2]1[N:7]=[CH:6][N:5]=[C:4]([NH2:8])[CH:3]=1.C(N(C(C)C)CC)(C)C.[N:18]1([C:25]([O:27][C:28]([CH3:31])([CH3:30])[CH3:29])=[O:26])[CH2:24][CH2:23][CH2:22][NH:21][CH2:20][CH2:19]1. (3) Given the product [CH:4]([C:6]1[CH:11]=[CH:10][N:9]=[C:8]([CH2:12][NH:13][C:14]([C:16]2[CH:25]=[C:24]([CH3:26])[C:23]3[C:18](=[C:19]([C:30]([F:32])([F:33])[F:31])[CH:20]=[C:21]([CH:27]4[CH2:28][CH2:29]4)[CH:22]=3)[N:17]=2)=[O:15])[CH:7]=1)=[O:5], predict the reactants needed to synthesize it. The reactants are: CON(C)[C:4]([C:6]1[CH:11]=[CH:10][N:9]=[C:8]([CH2:12][NH:13][C:14]([C:16]2[CH:25]=[C:24]([CH3:26])[C:23]3[C:18](=[C:19]([C:30]([F:33])([F:32])[F:31])[CH:20]=[C:21]([CH:27]4[CH2:29][CH2:28]4)[CH:22]=3)[N:17]=2)=[O:15])[CH:7]=1)=[O:5].C[Mg+].[Br-].C([O-])(=O)C(C(C([O-])=O)O)O. (4) The reactants are: [CH:1]([C:3]1[C:8]([C:9]([O:11]C)=[O:10])=[CH:7][C:6]([C:13]2[CH:14]=[CH:15][C:16](=[O:22])[N:17]([CH:19]([CH3:21])[CH3:20])[N:18]=2)=[C:5]([C:23]2[CH:28]=[CH:27][CH:26]=[CH:25][CH:24]=2)[N:4]=1)=O.[Li+].[BH4-].CCOC(C)=O.C(Cl)(Cl)Cl. Given the product [CH:19]([N:17]1[C:16](=[O:22])[CH:15]=[CH:14][C:13]([C:6]2[CH2:7][C:8]3[C:9](=[O:11])[O:10][CH2:1][C:3]=3[NH:4][C:5]=2[C:23]2[CH:28]=[CH:27][CH:26]=[CH:25][CH:24]=2)=[N:18]1)([CH3:20])[CH3:21], predict the reactants needed to synthesize it. (5) Given the product [CH3:31][O:30][CH:10]([C:11]1[C:19]([O:20][CH3:21])=[CH:18][C:17]([CH3:22])=[C:16]2[C:12]=1[CH:13]=[CH:14][NH:15]2)[C:8]1[NH:7][C:6]2[CH:40]=[CH:41][C:3]([C:1]#[N:2])=[CH:4][C:5]=2[N:9]=1, predict the reactants needed to synthesize it. The reactants are: [C:1]([C:3]1[CH:41]=[CH:40][C:6]2[N:7](COCC[Si](C)(C)C)[C:8]([CH:10]([O:30][CH3:31])[C:11]3[C:19]([O:20][CH3:21])=[CH:18][C:17]([CH3:22])=[C:16]4[C:12]=3[CH:13]=[CH:14][N:15]4C(OC(C)(C)C)=O)=[N:9][C:5]=2[CH:4]=1)#[N:2].C(C1C=CC2N=C(C(OC)C3C(OC)=CC(C)=C4C=3C=CN4C(OC(C)(C)C)=O)N(COCC[Si](C)(C)C)C=2C=1)#N.